Dataset: Experimentally validated miRNA-target interactions with 360,000+ pairs, plus equal number of negative samples. Task: Binary Classification. Given a miRNA mature sequence and a target amino acid sequence, predict their likelihood of interaction. (1) The miRNA is mmu-miR-878-3p with sequence GCAUGACACCACACUGGGUAGA. The protein sequence of the target gene is MASLGRQVPEWHRLLALSWACLVRQTPHLREQKQMSPSLSCKLTTVPGRGSFQEFSSITPQKYMQEPENRTRLVQCLHEEQKPCVDPESLEPEKVIRSLQDMGFAEAHIHSLFSIQPSVHPQQLLGIVSELLLLGLNPEPVFNALKKNPQLLKLSSMQMKRRSSYLRKLGLGEGKLKRVLSVCPEVFTMHQRDIDRVVKVLREKCLFTAQHITDVLHRCPTVLQEDPNELEYKFQYAYFRMGLTHLDIVRTNFLQYSITKIKQRHIYLERLGRYQTPDKKGQTQIPNPSLRNILRVSEAE.... Result: 1 (interaction). (2) The miRNA is mmu-miR-743a-3p with sequence GAAAGACACCAAGCUGAGUAGA. The protein sequence of the target gene is MAEGEKNQDFTFKMESPSDSAVVLPSTPQASANPSSPYTNSSRKQPMSATLRERLRKTRFSFNSSYNVVKRLKVESEENDQTFSEKPASSTEENCLEFQESFKHIDSEFEENTNLKNTLKNLNVCESQSLDSGSCSALQNEFVSEKLPKQRLNAEKAKLVKQVQEKEDLLRRLKLVKMYRSKNDLSQLQLLIKKWRSCSQLLLYELQSAVSEENKKLSLTQLIDHYGLDDKLLHYNRSEEEFIDV. Result: 0 (no interaction). (3) The miRNA is mmu-miR-1946b with sequence GCCGGGCAGUGGUGGCACAUGCUUUU. Result: 0 (no interaction). The protein sequence of the target gene is MTTEKSLVTEAENSQHQQKEEGEEAINSGQQEPQQEESCQTAAEGDNWCEQKLKASNGDTPTHEDLTKNKERTSESRGLSRLFSSFLKRPKSQVSEEEGKEVESDKEKGEGGQKEIEFGTSLDEEIILKAPIAAPEPELKTDPSLDLHSLSSAETQPAQEELREDPDFEIKEGEGLEECSKIEVKEESPQSKAETELKASQKPIRKHRNMHCKVSLLDDTVYECVVEKHAKGQDLLKRVCEHLNLLEEDYFGLAIWDNATSKTWLDSAKEIKKQVRGVPWNFTFNVKFYPPDPAQLTEDI.... (4) The protein sequence of the target gene is MVPKLFTSQICLLLLLGLLAVEGSLHVKPPQFTWAQWFETQHINMTSQQCTNAMQVINNYQRRCKNQNTFLLTTFANVVNVCGNPNMTCPSNKTRKNCHHSGSQVPLIHCNLTTPSPQNISNCRYAQTPANMFYIVACDNRDQRRDPPQYPVVPVHLDRII. Result: 0 (no interaction). The miRNA is hsa-miR-3691-5p with sequence AGUGGAUGAUGGAGACUCGGUAC. (5) The miRNA is hsa-miR-16-5p with sequence UAGCAGCACGUAAAUAUUGGCG. The protein sequence of the target gene is MRVESGSAQERGILLESLSTLLEKTTASHEGRAPGNRELTDLLPPEVCSLLNPAAIYANNEISLRDVEVYGFDYDYTLAQYADALHPEIFSTARDILIEHYKYPEGIRKYDYNPSFAIRGLHYDIQKSLLMKIDAFHYVQLGTAYRGLQPVPDEEVIELYGGTQHIPLYQMSGFYGKGPSIKQFMDIFSLPEMALLSCVVDYFLGHSLEFDQAHLYKDVTDAIRDVHVKGLMYQWIEQDMEKYILRGDETFAVLSRLVAHGKQLFLITNSPFSFVDKGMRHMVGPDWRQLFDVVIVQADK.... Result: 1 (interaction). (6) The miRNA is hsa-miR-548h-5p with sequence AAAAGUAAUCGCGGUUUUUGUC. The protein sequence of the target gene is MDLRDFYLLAALIACLRLDSAIAQELIYTIREELPENVPIGNIPKDLNISHINAATGTSASLVYRLVSKAGDAPLVKVSSSTGEIFTTSNRIDREKLCAGASYAEENECFFELEVVILPNDFFRLIKIKIIVKDTNDNAPMFPSPVINISIPENTLINSRFPIPSATDPDTGFNGVQHYELLNGQSVFGLDIVETPEGEKWPQLIVQQNLDREQKDTYVMKIKVEDGGTPQKSSTAILQVTVSDVNDNRPVFKEGQVEVHIPENAPVGTSVIQLHATDADIGSNAEIRYIFGAQVAPATK.... Result: 0 (no interaction). (7) The miRNA is hsa-miR-4758-3p with sequence UGCCCCACCUGCUGACCACCCUC. The protein sequence of the target gene is MESMFEDDISILTQEALGPSEVWLDSPGDPSLGGDMCSASHFALITAYGDIKERLGGLERENATLRRRLKVYEIKYPLISDFGEEHGFSLYEIKDGSLLEVEKVSLQQRLNQFQHELQKNKEQEEQLGEMIQAYEKLCVEKSDLETELREMRALVETHLRQICGLEQQLRQQQGLQDAAFSNLSPPPAPAPPCTDLDLHYLALRGGSGLSHAGWPGSTPSVSDLERRRLEEALEAAQGEARGAQLREEQLQAECERLQGELKQLQETRAQDLASNQSERDMAWVKRVGDDQVNLALAYTE.... Result: 0 (no interaction). (8) The miRNA is hsa-miR-889-3p with sequence UUAAUAUCGGACAACCAUUGU. The protein sequence of the target gene is MKRPKLKKASKRMTCHKRYKIQKKVREHHRKLRKEAKKRGHKKPRKDPGVPNSAPFKEALLREAELRKQRLEELKQQQKLDRQKELEKKRKLETNPDIKPSNVEPMEKEFGLCKTENKAKSGKQNSKKLYCQELKKVIEASDVVLEVLDARDPLGCRCPQVEEAIVQSGQKKLVLILNKSDLVPKENLESWLNYLKKELPTVVFRASTKPKDKGKITKRVKAKKNAAPFRSEVCFGKEGLWKLLGGFQETCSKAIRVGVIGFPNVGKSSIINSLKQEQMCNVGVSMGLTRSMQVVPLDKQ.... Result: 1 (interaction). (9) The miRNA is hsa-miR-6780a-5p with sequence UUGGGAGGGAAGACAGCUGGAGA. The protein sequence of the target gene is MALLCYNRGCGQRFDPETNSDDACTYHPGVPVFHDALKGWSCCKRRTTDFSDFLSIVGCTKGRHNSEKPPEPVKPEVKTTEKKELCELKPKFQEHIIQAPKPVEAIKRPSPDEPMTNLELKISASLKQALDKLKLSSGNEENKKEEDNDEIKIGTSCKNGGCSKTYQGLESLEEVCVYHSGVPIFHEGMKYWSCCRRKTSDFNTFLAQEGCTKGKHMWTKKDAGKKVVPCRHDWHQTGGEVTISVYAKNSLPELSRVEANSTLLNVHIVFEGEKEFDQNVKLWGVIDVKRSYVTMTATKI.... Result: 1 (interaction).